This data is from Reaction yield outcomes from USPTO patents with 853,638 reactions. The task is: Predict the reaction yield, written as a fraction of the theoretical maximum amount of product (1.0 means a 100% yield; for example, 0.34 means a 34% yield). (1) The yield is 0.538. No catalyst specified. The reactants are [CH3:1][C:2]([C:5]1[CH:13]=[C:9]([C:10]([OH:12])=O)[C:8]([OH:14])=[CH:7][CH:6]=1)([CH3:4])[CH3:3].[F:15][C:16]([F:29])([F:28])[C:17]1[CH:18]=[C:19]([CH:21]=[C:22]([C:24]([F:27])([F:26])[F:25])[CH:23]=1)[NH2:20]. The product is [F:15][C:16]([F:28])([F:29])[C:17]1[CH:18]=[C:19]([NH:20][C:10](=[O:12])[C:9]2[CH:13]=[C:5]([C:2]([CH3:1])([CH3:3])[CH3:4])[CH:6]=[CH:7][C:8]=2[OH:14])[CH:21]=[C:22]([C:24]([F:25])([F:27])[F:26])[CH:23]=1. (2) The reactants are Br[C:2]1[CH:14]=[C:13]([CH:15]=[CH2:16])[CH:12]=[CH:11][C:3]=1[C:4]([O:6][C:7]([CH3:10])([CH3:9])[CH3:8])=[O:5].[Cu][C:18]#[N:19]. The product is [C:18]([C:2]1[CH:14]=[C:13]([CH:15]=[CH2:16])[CH:12]=[CH:11][C:3]=1[C:4]([O:6][C:7]([CH3:10])([CH3:9])[CH3:8])=[O:5])#[N:19]. The catalyst is CN(C=O)C.O. The yield is 0.720. (3) The reactants are [NH:1]1[C:9]2[C:4](=[CH:5][C:6]([C:10]3([C:13]([O:15]C)=[O:14])[CH2:12][CH2:11]3)=[CH:7][CH:8]=2)[CH:3]=[CH:2]1.[Li+].[OH-].Cl. The catalyst is CO.O. The product is [NH:1]1[C:9]2[C:4](=[CH:5][C:6]([C:10]3([C:13]([OH:15])=[O:14])[CH2:12][CH2:11]3)=[CH:7][CH:8]=2)[CH:3]=[CH:2]1. The yield is 0.870. (4) The reactants are C([N:8]1[CH2:13][CH2:12][N:11]([C:14]([O:16][C:17]([CH3:20])([CH3:19])[CH3:18])=[O:15])[C@H:10]([CH:21]([CH3:23])[CH3:22])[C:9]1=[O:24])C1C=CC=CC=1. The catalyst is C1COCC1. The product is [CH:21]([CH:10]1[C:9](=[O:24])[NH:8][CH2:13][CH2:12][N:11]1[C:14]([O:16][C:17]([CH3:19])([CH3:18])[CH3:20])=[O:15])([CH3:23])[CH3:22]. The yield is 0.590. (5) The reactants are Cl[C:2]1[C:3]2[CH:10]=[CH:9][N:8]([CH2:11][O:12][CH2:13][CH2:14][Si:15]([CH3:18])([CH3:17])[CH3:16])[C:4]=2[N:5]=[CH:6][N:7]=1.O1CCOCC1.C(OCN1C2N=CN=C([C:42]3[CH:43]=[N:44][N:45](C(OCC)C)[CH:46]=3)C=2C=C1)(=O)C(C)(C)C.C(=O)([O-])[O-].[K+].[K+]. The catalyst is O.C(OCC)(=O)C.C1C=CC([P]([Pd]([P](C2C=CC=CC=2)(C2C=CC=CC=2)C2C=CC=CC=2)([P](C2C=CC=CC=2)(C2C=CC=CC=2)C2C=CC=CC=2)[P](C2C=CC=CC=2)(C2C=CC=CC=2)C2C=CC=CC=2)(C2C=CC=CC=2)C2C=CC=CC=2)=CC=1.CCCCCCC.C(OCC)(=O)C. The product is [NH:44]1[CH:43]=[C:42]([C:2]2[C:3]3[CH:10]=[CH:9][N:8]([CH2:11][O:12][CH2:13][CH2:14][Si:15]([CH3:18])([CH3:17])[CH3:16])[C:4]=3[N:5]=[CH:6][N:7]=2)[CH:46]=[N:45]1. The yield is 0.640. (6) The yield is 0.430. The product is [CH3:9][C:4]1[N:5]=[C:6]([NH:10][C:11]2[CH:16]=[C:15]([C:17]([F:18])([F:19])[F:20])[CH:14]=[C:13]([OH:21])[CH:12]=2)[CH:7]=[C:2]([NH:10][C:11]2[CH:16]=[C:15]([C:17]([F:18])([F:19])[F:20])[CH:14]=[C:13]([OH:21])[CH:12]=2)[N:3]=1. No catalyst specified. The reactants are Cl[C:2]1[CH:7]=[C:6](Cl)[N:5]=[C:4]([CH3:9])[N:3]=1.[NH2:10][C:11]1[CH:12]=[C:13]([OH:21])[CH:14]=[C:15]([C:17]([F:20])([F:19])[F:18])[CH:16]=1. (7) The reactants are [CH:1](N)=O.[NH2:4][C:5]1[N:9]([C:10]2[CH:15]=[C:14]([CH3:16])[CH:13]=[C:12]([CH3:17])[CH:11]=2)[N:8]=[CH:7][C:6]=1[C:18]([NH2:20])=[O:19]. The catalyst is O. The product is [CH3:16][C:14]1[CH:15]=[C:10]([N:9]2[C:5]3[N:4]=[CH:1][NH:20][C:18](=[O:19])[C:6]=3[CH:7]=[N:8]2)[CH:11]=[C:12]([CH3:17])[CH:13]=1. The yield is 0.692. (8) The reactants are O1CCCCC1[N:7]1[C:15]2[C:10](=[CH:11][C:12]([C:16]3[N:20]=[CH:19][N:18](C(C4C=CC=CC=4)(C4C=CC=CC=4)C4C=CC=CC=4)[N:17]=3)=[CH:13][CH:14]=2)[C:9]([C:40]2[CH:41]=[C:42]([NH:46][C:47](=[O:56])[CH2:48][CH2:49]C3C=CC=CC=3)[CH:43]=[CH:44][CH:45]=2)=[N:8]1. The catalyst is Cl.O1CCOCC1. The product is [NH:18]1[CH:19]=[N:20][C:16]([C:12]2[CH:11]=[C:10]3[C:15](=[CH:14][CH:13]=2)[NH:7][N:8]=[C:9]3[C:40]2[CH:41]=[C:42]([NH:46][C:47](=[O:56])[CH2:48][CH3:49])[CH:43]=[CH:44][CH:45]=2)=[N:17]1. The yield is 0.480. (9) The reactants are [CH3:1][O:2][C:3]([C:5]1[C:9]([N+:10]([O-])=O)=[CH:8][NH:7][N:6]=1)=[O:4].N#N.[H][H]. The catalyst is [Pd].C(O)C. The product is [CH3:1][O:2][C:3]([C:5]1[C:9]([NH2:10])=[CH:8][NH:7][N:6]=1)=[O:4]. The yield is 0.989.